This data is from Full USPTO retrosynthesis dataset with 1.9M reactions from patents (1976-2016). The task is: Predict the reactants needed to synthesize the given product. (1) Given the product [O:1]([C:8]1[C:17]([NH:18][C:19]([N:38]2[CH2:39][CH2:40][N:35]([CH:34]([C:28]3[CH:33]=[CH:32][CH:31]=[CH:30][CH:29]=3)[C:41]3[CH:46]=[CH:45][CH:44]=[CH:43][CH:42]=3)[CH2:36][CH2:37]2)=[O:21])=[N:16][C:15]2[C:10](=[CH:11][CH:12]=[CH:13][CH:14]=2)[N:9]=1)[C:2]1[CH:7]=[CH:6][CH:5]=[CH:4][CH:3]=1, predict the reactants needed to synthesize it. The reactants are: [O:1]([C:8]1[C:17]([N:18](C2C=CC=CC=2)[C:19](=[O:21])[O-])=[N:16][C:15]2[C:10](=[CH:11][CH:12]=[CH:13][CH:14]=2)[N:9]=1)[C:2]1[CH:7]=[CH:6][CH:5]=[CH:4][CH:3]=1.[C:28]1([CH:34]([C:41]2[CH:46]=[CH:45][CH:44]=[CH:43][CH:42]=2)[N:35]2[CH2:40][CH2:39][NH:38][CH2:37][CH2:36]2)[CH:33]=[CH:32][CH:31]=[CH:30][CH:29]=1.C1CCN2C(=NCCC2)CC1.C(OCC)(=O)C. (2) Given the product [CH3:1][O:2][CH2:3][CH2:4][NH:17][C:16]1[C:11]([CH3:10])=[C:12]([C:18]2[CH:23]=[CH:22][C:21]([C:24]([F:25])([F:26])[F:27])=[CH:20][CH:19]=2)[CH:13]=[CH:14][CH:15]=1, predict the reactants needed to synthesize it. The reactants are: [CH3:1][O:2][CH:3](OC)[CH2:4]OC.Cl.[CH3:10][C:11]1[C:16]([NH2:17])=[CH:15][CH:14]=[CH:13][C:12]=1[C:18]1[CH:23]=[CH:22][C:21]([C:24]([F:27])([F:26])[F:25])=[CH:20][CH:19]=1.C(O[BH-](OC(=O)C)OC(=O)C)(=O)C.[Na+].C(O)(=O)C.C(=O)(O)[O-].[Na+]. (3) The reactants are: [CH2:1]([O:3][C:4](=[O:39])[CH:5]([C:23]1[N:24]([CH3:38])[C:25]2[C:30]([C:31]=1[S:32][C:33]([CH3:36])([CH3:35])[CH3:34])=[CH:29][C:28]([OH:37])=[CH:27][CH:26]=2)[CH2:6][C:7]1[CH:12]=[CH:11][C:10]([C:13]2[CH:18]=[CH:17][C:16]([C:19]([F:22])([F:21])[F:20])=[CH:15][N:14]=2)=[CH:9][CH:8]=1)[CH3:2].Cl.[N:41]1[CH:46]=[CH:45][CH:44]=[CH:43][C:42]=1[CH2:47]Cl. Given the product [CH2:1]([O:3][C:4](=[O:39])[CH:5]([C:23]1[N:24]([CH3:38])[C:25]2[C:30]([C:31]=1[S:32][C:33]([CH3:35])([CH3:34])[CH3:36])=[CH:29][C:28]([O:37][CH2:47][C:42]1[CH:43]=[CH:44][CH:45]=[CH:46][N:41]=1)=[CH:27][CH:26]=2)[CH2:6][C:7]1[CH:8]=[CH:9][C:10]([C:13]2[CH:18]=[CH:17][C:16]([C:19]([F:21])([F:20])[F:22])=[CH:15][N:14]=2)=[CH:11][CH:12]=1)[CH3:2], predict the reactants needed to synthesize it. (4) Given the product [N+:12]([C:15]1[CH:20]=[CH:19][C:18]([NH:21][C:22]([C:24]23[O:9][CH:29]2[CH:28]2[CH2:27][CH2:26][CH:25]3[CH2:31][CH2:30]2)=[O:23])=[CH:17][C:16]=1[C:32]([F:33])([F:34])[F:35])([O-:14])=[O:13], predict the reactants needed to synthesize it. The reactants are: C1C=C(Cl)C=C(C(OO)=[O:9])C=1.[N+:12]([C:15]1[CH:20]=[CH:19][C:18]([NH:21][C:22]([C:24]2[CH:25]3[CH2:31][CH2:30][CH:28]([CH:29]=2)[CH2:27][CH2:26]3)=[O:23])=[CH:17][C:16]=1[C:32]([F:35])([F:34])[F:33])([O-:14])=[O:13]. (5) Given the product [CH3:20][O:21][C:22]1[CH:23]=[C:24]([C:30]2[C@H:31]3[CH2:45][CH2:44][CH2:43][C@H:32]3[C:33](=[O:42])[N:34]([CH:36]3[CH2:41][CH2:40][N:39]([C:17](=[O:19])[C@H:9]([NH:8][C:6](=[O:7])[O:5][C:1]([CH3:2])([CH3:3])[CH3:4])[CH2:10][C:11]4[CH:12]=[CH:13][CH:14]=[CH:15][CH:16]=4)[CH2:38][CH2:37]3)[N:35]=2)[CH:25]=[CH:26][C:27]=1[O:28][CH3:29], predict the reactants needed to synthesize it. The reactants are: [C:1]([O:5][C:6]([NH:8][C@@H:9]([C:17]([OH:19])=O)[CH2:10][C:11]1[CH:16]=[CH:15][CH:14]=[CH:13][CH:12]=1)=[O:7])([CH3:4])([CH3:3])[CH3:2].[CH3:20][O:21][C:22]1[CH:23]=[C:24]([C:30]2[C@H:31]3[CH2:45][CH2:44][CH2:43][C@H:32]3[C:33](=[O:42])[N:34]([CH:36]3[CH2:41][CH2:40][NH:39][CH2:38][CH2:37]3)[N:35]=2)[CH:25]=[CH:26][C:27]=1[O:28][CH3:29].CCN(C(C)C)C(C)C.C(P1(=O)OP(CCC)(=O)OP(CCC)(=O)O1)CC.C(=O)(O)[O-].[Na+]. (6) The reactants are: [CH:1]([C:3]1[CH:12]=[CH:11][C:6]([C:7]([O:9][CH3:10])=[O:8])=[CH:5][C:4]=1[O:13][CH3:14])=[O:2].[CH3:15][Mg]Br.[Cl-].[NH4+]. Given the product [OH:2][CH:1]([C:3]1[CH:12]=[CH:11][C:6]([C:7]([O:9][CH3:10])=[O:8])=[CH:5][C:4]=1[O:13][CH3:14])[CH3:15], predict the reactants needed to synthesize it. (7) Given the product [CH3:40][S:41]([NH:1][CH2:2][C:3]1[N:8]=[CH:7][C:6]2[N:9]([C:12]3[S:16][C:15]([C:17]([NH2:19])=[O:18])=[C:14]([O:20][C@@H:21]([C:23]4[CH:28]=[CH:27][CH:26]=[CH:25][C:24]=4[C:29]([F:30])([F:31])[F:32])[CH3:22])[CH:13]=3)[CH:10]=[N:11][C:5]=2[CH:4]=1)(=[O:43])=[O:42], predict the reactants needed to synthesize it. The reactants are: [NH2:1][CH2:2][C:3]1[N:8]=[CH:7][C:6]2[N:9]([C:12]3[S:16][C:15]([C:17]([NH2:19])=[O:18])=[C:14]([O:20][C@@H:21]([C:23]4[CH:28]=[CH:27][CH:26]=[CH:25][C:24]=4[C:29]([F:32])([F:31])[F:30])[CH3:22])[CH:13]=3)[CH:10]=[N:11][C:5]=2[CH:4]=1.C(N(CC)CC)C.[CH3:40][S:41](Cl)(=[O:43])=[O:42].